Dataset: Full USPTO retrosynthesis dataset with 1.9M reactions from patents (1976-2016). Task: Predict the reactants needed to synthesize the given product. (1) Given the product [CH2:20]([Si:22]([CH2:25][CH3:26])([CH2:23][CH3:24])[O:14][C@H:12]1[CH2:13][N:5]2[CH2:4][CH2:3][CH2:1][NH:2][C:7](=[O:9])[C@@H:6]2[CH2:11]1)[CH3:21], predict the reactants needed to synthesize it. The reactants are: [C:1]([CH2:3][CH2:4][N:5]1[CH2:13][C@H:12]([OH:14])[CH2:11][C@H:6]1[C:7]([O:9]C)=O)#[N:2].N1C=CN=C1.[CH2:20]([Si:22](Cl)([CH2:25][CH3:26])[CH2:23][CH3:24])[CH3:21]. (2) Given the product [C:17]([OH:16])(=[O:41])/[CH:20]=[CH:33]/[C:32]([OH:35])=[O:34].[F:1][C:2]1[CH:7]=[CH:6][CH:5]=[CH:4][C:3]=1[C:8]1[S:12][C:11]([CH2:13][NH:14][CH3:15])=[CH:10][C:9]=1[S:23]([C:26]1[CH:27]=[N:28][CH:29]=[CH:30][CH:31]=1)(=[O:24])=[O:25], predict the reactants needed to synthesize it. The reactants are: [F:1][C:2]1[CH:7]=[CH:6][CH:5]=[CH:4][C:3]=1[C:8]1[S:12][C:11]([CH2:13][N:14](C)[C:15](=O)[O:16][C:17]([CH3:20])(C)C)=[CH:10][C:9]=1[S:23]([C:26]1[CH:27]=[N:28][CH:29]=[CH:30][CH:31]=1)(=[O:25])=[O:24].[C:32]([O:35]CC)(=[O:34])[CH3:33].Cl.C([OH:41])C. (3) Given the product [CH3:19][C:20]1[C:28]([CH3:29])=[CH:27][CH:26]=[CH:25][C:21]=1[C:22]([NH:8][NH:7][C:6]([O:5][C:1]([CH3:4])([CH3:3])[CH3:2])=[O:9])=[O:23], predict the reactants needed to synthesize it. The reactants are: [C:1]([O:5][C:6](=[O:9])[NH:7][NH2:8])([CH3:4])([CH3:3])[CH3:2].C(Cl)Cl.C(=O)([O-])[O-].[K+].[K+].[CH3:19][C:20]1[C:28]([CH3:29])=[CH:27][CH:26]=[CH:25][C:21]=1[C:22](Cl)=[O:23]. (4) Given the product [N:1]1[CH:6]=[CH:5][CH:4]=[CH:3][C:2]=1[C:7]1[O:8][C:9]2[CH2:10][N:11]([C:17]3[CH:18]=[C:19]([CH:22]=[CH:23][CH:24]=3)[C:20]#[N:21])[CH2:12][CH2:13][C:14]=2[N:15]=1, predict the reactants needed to synthesize it. The reactants are: [N:1]1[CH:6]=[CH:5][CH:4]=[CH:3][C:2]=1[C:7]1[O:8][C:9]2[CH2:10][NH:11][CH2:12][CH2:13][C:14]=2[N:15]=1.Br[C:17]1[CH:18]=[C:19]([CH:22]=[CH:23][CH:24]=1)[C:20]#[N:21].C(O[Na])(C)(C)C.C1C=CC(P(C2C(C3C(P(C4C=CC=CC=4)C4C=CC=CC=4)=CC=C4C=3C=CC=C4)=C3C(C=CC=C3)=CC=2)C2C=CC=CC=2)=CC=1. (5) The reactants are: [NH2:1][CH2:2][CH2:3][CH2:4][CH2:5][N:6]1[C:18]2[C:17]3[CH:16]=[CH:15][CH:14]=[CH:13][C:12]=3[N:11]=[C:10]([NH2:19])[C:9]=2[N:8]=[C:7]1[CH2:20][CH2:21][CH2:22][O:23][C:24]1[CH:29]=[CH:28][CH:27]=[CH:26][CH:25]=1.[N:30]1([C:36](Cl)=[O:37])[CH2:35][CH2:34][O:33][CH2:32][CH2:31]1. Given the product [NH2:19][C:10]1[C:9]2[N:8]=[C:7]([CH2:20][CH2:21][CH2:22][O:23][C:24]3[CH:25]=[CH:26][CH:27]=[CH:28][CH:29]=3)[N:6]([CH2:5][CH2:4][CH2:3][CH2:2][NH:1][C:36]([N:30]3[CH2:35][CH2:34][O:33][CH2:32][CH2:31]3)=[O:37])[C:18]=2[C:17]2[CH:16]=[CH:15][CH:14]=[CH:13][C:12]=2[N:11]=1, predict the reactants needed to synthesize it. (6) Given the product [CH3:21][C:18]1[CH:17]=[CH:16][C:15]([O:14][CH2:13]/[CH:12]=[CH:11]/[C:8]2[CH:7]=[CH:6][C:5]([CH:4]=[O:3])=[CH:10][CH:9]=2)=[CH:20][CH:19]=1, predict the reactants needed to synthesize it. The reactants are: C([O:3][CH:4](OCC)[C:5]1[CH:10]=[CH:9][C:8](/[CH:11]=[CH:12]/[CH2:13][O:14][C:15]2[CH:20]=[CH:19][C:18]([CH3:21])=[CH:17][CH:16]=2)=[CH:7][CH:6]=1)C.Cl.[OH-].[Na+]. (7) Given the product [Br:8][CH2:9][CH2:10][C:11]1[CH:19]=[CH:18][C:14]([C:15]([O:17][CH3:1])=[O:16])=[CH:13][CH:12]=1, predict the reactants needed to synthesize it. The reactants are: [CH3:1][Si](C=[N+]=[N-])(C)C.[Br:8][CH2:9][CH2:10][C:11]1[CH:19]=[CH:18][C:14]([C:15]([OH:17])=[O:16])=[CH:13][CH:12]=1. (8) Given the product [CH2:1]([O:3][C:4](=[O:21])[C:5]1[CH:10]=[CH:9][C:8]([NH:11][C:12]2[C:13](=[O:20])[N:14]([CH3:19])[CH:15]=[C:16]([C:35]3[CH:36]=[CH:37][CH:38]=[C:33]([NH:32][C:30](=[O:31])[C:29]4[CH:28]=[CH:27][C:26]([C:22]([CH3:23])([CH3:24])[CH3:25])=[CH:50][CH:49]=4)[C:34]=3[CH3:48])[CH:17]=2)=[CH:7][CH:6]=1)[CH3:2], predict the reactants needed to synthesize it. The reactants are: [CH2:1]([O:3][C:4](=[O:21])[C:5]1[CH:10]=[CH:9][C:8]([NH:11][C:12]2[C:13](=[O:20])[N:14]([CH3:19])[CH:15]=[C:16](Br)[CH:17]=2)=[CH:7][CH:6]=1)[CH3:2].[C:22]([C:26]1[CH:50]=[CH:49][C:29]([C:30]([NH:32][C:33]2[CH:38]=[CH:37][CH:36]=[C:35](B3OC(C)(C)C(C)(C)O3)[C:34]=2[CH3:48])=[O:31])=[CH:28][CH:27]=1)([CH3:25])([CH3:24])[CH3:23].C(=O)([O-])[O-].[Na+].[Na+].COCCOC. (9) Given the product [CH2:1]([C@@H:8]1[CH2:12][O:11][C:10](=[O:13])[N:9]1[C:14](=[O:42])[C@H:15]([CH2:19][S:20]([N:23]1[CH2:28][CH2:27][CH:56]([C:53]2[N:52]=[CH:51][C:50]([C:47]3[CH:48]=[CH:49][C:44]([Cl:43])=[CH:45][CH:46]=3)=[CH:55][N:54]=2)[CH2:25][CH2:24]1)(=[O:21])=[O:22])[CH:16]([CH3:18])[CH3:17])[C:2]1[CH:7]=[CH:6][CH:5]=[CH:4][CH:3]=1, predict the reactants needed to synthesize it. The reactants are: [CH2:1]([C@@H:8]1[CH2:12][O:11][C:10](=[O:13])[N:9]1[C:14](=[O:42])[C@H:15]([CH2:19][S:20]([N:23]1[CH2:28][CH2:27]N(C2N=CC(C3C=CC(F)=CC=3)=CN=2)[CH2:25][CH2:24]1)(=[O:22])=[O:21])[CH:16]([CH3:18])[CH3:17])[C:2]1[CH:7]=[CH:6][CH:5]=[CH:4][CH:3]=1.[Cl:43][C:44]1[CH:49]=[CH:48][C:47]([C:50]2[CH:51]=[N:52][C:53]([CH:56]3CCNCC3)=[N:54][CH:55]=2)=[CH:46][CH:45]=1.C([C@@H]1COC(=O)N1C(=O)[C@H](CS(Cl)(=O)=O)C(C)C)C1C=CC=CC=1.